Dataset: Forward reaction prediction with 1.9M reactions from USPTO patents (1976-2016). Task: Predict the product of the given reaction. (1) Given the reactants Br[C:2]1[CH:7]=[CH:6][C:5]([NH:8][C:9]([NH:11][C:12]2[CH:17]=[CH:16][C:15]([C:18]([N:20]3[CH2:25][CH2:24][N:23]([CH3:26])[CH2:22][CH2:21]3)=[O:19])=[CH:14][CH:13]=2)=[O:10])=[CH:4][CH:3]=1.[B:27]1([B:27]2[O:31][C:30]([CH3:33])([CH3:32])[C:29]([CH3:35])([CH3:34])[O:28]2)[O:31][C:30]([CH3:33])([CH3:32])[C:29]([CH3:35])([CH3:34])[O:28]1.CC([O-])=O.[K+].C(Cl)Cl, predict the reaction product. The product is: [CH3:26][N:23]1[CH2:24][CH2:25][N:20]([C:18]([C:15]2[CH:16]=[CH:17][C:12]([NH:11][C:9]([NH:8][C:5]3[CH:6]=[CH:7][C:2]([B:27]4[O:31][C:30]([CH3:33])([CH3:32])[C:29]([CH3:35])([CH3:34])[O:28]4)=[CH:3][CH:4]=3)=[O:10])=[CH:13][CH:14]=2)=[O:19])[CH2:21][CH2:22]1. (2) Given the reactants [OH:1][C:2]1[CH:12]=[CH:11][C:5]([C:6]([O:8][CH2:9][CH3:10])=[O:7])=[CH:4][CH:3]=1.Cl.Cl[CH2:15][CH2:16][N:17]([CH3:19])[CH3:18].C([O-])([O-])=O.[K+].[K+], predict the reaction product. The product is: [CH3:18][N:17]([CH3:19])[CH2:16][CH2:15][O:1][C:2]1[CH:3]=[CH:4][C:5]([C:6]([O:8][CH2:9][CH3:10])=[O:7])=[CH:11][CH:12]=1. (3) The product is: [F:28][C:29]1[CH:34]=[CH:33][CH:32]=[CH:31][C:30]=1[NH:35][C:36]([NH:1][CH2:2][CH2:3][C:4]([C:6]1[CH:20]=[CH:19][C:9]2[N:10]=[C:11]([NH:13][C:14]([NH:16][CH2:17][CH3:18])=[O:15])[S:12][C:8]=2[CH:7]=1)=[O:5])=[O:37]. Given the reactants [NH2:1][CH2:2][CH2:3][C:4]([C:6]1[CH:20]=[CH:19][C:9]2[N:10]=[C:11]([NH:13][C:14]([NH:16][CH2:17][CH3:18])=[O:15])[S:12][C:8]=2[CH:7]=1)=[O:5].C(N(CC)CC)C.[F:28][C:29]1[CH:34]=[CH:33][CH:32]=[CH:31][C:30]=1[N:35]=[C:36]=[O:37], predict the reaction product. (4) The product is: [CH2:1]([O:8][CH2:9][CH2:10][N:11]1[C:19]2[CH:18]=[CH:17][CH:16]=[C:15]([CH:20]=[O:21])[C:14]=2[CH:13]=[CH:12]1)[C:2]1[CH:7]=[CH:6][CH:5]=[CH:4][CH:3]=1. Given the reactants [CH2:1]([O:8][CH2:9][CH2:10][N:11]1[C:19]2[CH:18]=[CH:17][CH:16]=[C:15]([C:20](OC)=[O:21])[C:14]=2[CH:13]=[CH:12]1)[C:2]1[CH:7]=[CH:6][CH:5]=[CH:4][CH:3]=1.[H-].[Al+3].[Li+].[H-].[H-].[H-].O, predict the reaction product. (5) Given the reactants [H-].[Na+].[O:3]1[CH2:8][CH2:7][CH2:6][CH2:5][CH:4]1[N:9]1[CH:13]=[C:12]([C:14]2[N:19]=[C:18]3[CH:20]=[CH:21][NH:22][C:17]3=[CH:16][CH:15]=2)[CH:11]=[N:10]1.S(O[CH2:34][CH:35]1[CH2:40][CH2:39][N:38]([C:41]([O:43][CH2:44][C:45]2[CH:50]=[CH:49][CH:48]=[CH:47][CH:46]=2)=[O:42])[CH2:37][CH2:36]1)(C1C=CC(C)=CC=1)(=O)=O.C(OCC)(=O)C.CCCCCC, predict the reaction product. The product is: [O:3]1[CH2:8][CH2:7][CH2:6][CH2:5][CH:4]1[N:9]1[CH:13]=[C:12]([C:14]2[N:19]=[C:18]3[CH:20]=[CH:21][N:22]([CH2:34][CH:35]4[CH2:40][CH2:39][N:38]([C:41]([O:43][CH2:44][C:45]5[CH:46]=[CH:47][CH:48]=[CH:49][CH:50]=5)=[O:42])[CH2:37][CH2:36]4)[C:17]3=[CH:16][CH:15]=2)[CH:11]=[N:10]1. (6) Given the reactants Cl[C:2]1[N:7]=[C:6]([NH:8][C:9]2[NH:10][N:11]=[C:12]([CH:14]3[CH2:16][CH2:15]3)[CH:13]=2)[C:5]([N+:17]([O-:19])=[O:18])=[CH:4][CH:3]=1.C(OC([N:27]1[C:35]2[C:30](=[CH:31][CH:32]=[C:33]([NH2:36])[CH:34]=2)[C:29](=[O:37])[NH:28]1)=O)(C)(C)C, predict the reaction product. The product is: [CH:14]1([C:12]2[CH:13]=[C:9]([NH:8][C:6]3[N:7]=[C:2]([NH:36][C:33]4[CH:34]=[C:35]5[C:30]([C:29](=[O:37])[NH:28][NH:27]5)=[CH:31][CH:32]=4)[CH:3]=[CH:4][C:5]=3[N+:17]([O-:19])=[O:18])[NH:10][N:11]=2)[CH2:16][CH2:15]1. (7) Given the reactants [H-].[Na+].[Br:3][C:4]1[CH:9]=[CH:8][C:7]([C:10]2([OH:14])[CH2:13][CH2:12][CH2:11]2)=[C:6]([F:15])[CH:5]=1.Br[CH2:17][C:18]([OH:20])=[O:19], predict the reaction product. The product is: [Br:3][C:4]1[CH:9]=[CH:8][C:7]([C:10]2([O:14][CH2:17][C:18]([OH:20])=[O:19])[CH2:11][CH2:12][CH2:13]2)=[C:6]([F:15])[CH:5]=1. (8) Given the reactants [C:1]([C:3]([C:6]1[CH:7]=[C:8]([CH:13]=[CH:14][C:15]=1[O:16][CH3:17])[C:9]([O:11]C)=[O:10])([CH3:5])[CH3:4])#[N:2].O[Li].O, predict the reaction product. The product is: [C:1]([C:3]([C:6]1[CH:7]=[C:8]([CH:13]=[CH:14][C:15]=1[O:16][CH3:17])[C:9]([OH:11])=[O:10])([CH3:5])[CH3:4])#[N:2].